This data is from Experimentally validated miRNA-target interactions with 360,000+ pairs, plus equal number of negative samples. The task is: Binary Classification. Given a miRNA mature sequence and a target amino acid sequence, predict their likelihood of interaction. (1) The protein sequence of the target gene is MALLPVLFLVTVLLPSLPAEGKDPAFTALLTTQLQVQREIVNKHNELRKAVSPPASNMLKMEWSREVTTNAQRWANKCTLQHSDPEDRKTSTRCGENLYMSSDPTSWSSAIQSWYDEILDFVYGVGPKSPNAVVGHYTQLVWYSTYQVGCGIAYCPNQDSLKYYYVCQYCPAGNNMNRKNTPYQQGTPCAGCPDDCDKGLCTNSCQYQDLLSNCDSLKNTAGCEHELLKEKCKATCLCENKIY. The miRNA is hsa-miR-136-3p with sequence CAUCAUCGUCUCAAAUGAGUCU. Result: 0 (no interaction). (2) The miRNA is mmu-miR-541-5p with sequence AAGGGAUUCUGAUGUUGGUCACACU. The protein sequence of the target gene is MWMFSWLCAILIILAIAGMNTIAKTTPHTKFTKKSEEREMPKGLKPSSGPPPEEEETLFTEMAEMAEPITKPSALDSVFGTATLSPFENFTLDPADFFLNCCDCCSPVPGQKGEPGETGQPGPKGEAGNLGIPGPPGVVGPQGPRGYKGEKGLKGERGDQGVPGYPGKPGAQGEPGPKGDKGNIGLGGVKGQKGSKGDTCGNCTKGEKGDQGAMGSPGLHGGPGAKGEKGEMGEKGEMGDKGCCGDSGERGGKGQKGEGGMKGEKGSKGDSGMEGKSGRNGLPGAKGDPGIKGEKGELGP.... Result: 0 (no interaction). (3) The miRNA is hsa-miR-1247-5p with sequence ACCCGUCCCGUUCGUCCCCGGA. The protein sequence of the target gene is MEKLYSENEGMASNQGKMENEEQPQDERKPEVTCTLEDKKLENEGKTENKGKTGDEEMLKDKGKPESEGEAKEGKSEREGESEMEGGSEREGKPEIEGKPESEGEPGSETRAAGKRPAEDDVPRKAKRKTNKGLAHYLKEYKEAIHDMNFSNEDMIREFDNMAKVQDEKRKSKQKLGAFLWMQRNLQDPFYPRGPREFRGGCRAPRRDIEDIPYV. Result: 0 (no interaction). (4) The miRNA is hsa-miR-3664-5p with sequence AACUCUGUCUUCACUCAUGAGU. The protein sequence of the target gene is MPWRAGNGVGLEAQAGTQEAGPEEYCQEELGAEEEMAARAAWPVLRSVNSRELSRIIICNHSPRIVLPVWLNYYGKLLPYLTLLPGRDFRIHNFRSHPWLFRDARTHDKLLVNQTELFVPSSNVNGQPVFANITLQCIP. Result: 1 (interaction). (5) The miRNA is mmu-miR-1938 with sequence CGGUGGGACUUGUAGUUCGGUC. The protein sequence of the target gene is MPPYISAFQAAYIGIEVLIALVSVPGNVLVIWAVKVNQALRDATFCFIVSLAVADVAVGALVIPLAILINIGPQTYFHTCLMVACPVLILTQSSILALLAIAVDRYLRVKIPLRYKTVVTQRRAAVAIAGCWILSLVVGLTPMFGWNNLSEVEQAWIANGSVGEPVIKCEFEKVISMEYMVYFNFFVWVLPPLLLMVLIYLEVFYLIRKQLNKKVSASSGDPQKYYGKELKIAKSLALILFLFALSWLPLHILNCITLFCPTCQKPSILIYIAIFLTHGNSAMNPIVYAFRIHKFRVTFL.... Result: 0 (no interaction). (6) The miRNA is hsa-miR-1306-5p with sequence CCACCUCCCCUGCAAACGUCCA. Result: 1 (interaction). The protein sequence of the target gene is MAASGVEKSSKKKTEKKLAAREEAKLLAGFMGVMNNMRKQKTLCDVILMVQERKIPAHRVVLAAASHFFNLMFTTNMLESKSFEVELKDAEPDIIEQLVEFAYTARISVNSNNVQSLLDAANQYQIEPVKKMCVDFLKEQVDASNCLGISVLAECLDCPELKATADDFIHQHFTEVYKTDEFLQLDVKRVTHLLNQDTLTVRAEDQVYDAAVRWLKYDEPNRQPFMVDILAKVRFPLISKNFLSKTVQAEPLIQDNPECLKMVISGMRYHLLSPEDREELVDGTRPRRKKHDYRIALFGG....